From a dataset of CYP2D6 inhibition data for predicting drug metabolism from PubChem BioAssay. Regression/Classification. Given a drug SMILES string, predict its absorption, distribution, metabolism, or excretion properties. Task type varies by dataset: regression for continuous measurements (e.g., permeability, clearance, half-life) or binary classification for categorical outcomes (e.g., BBB penetration, CYP inhibition). Dataset: cyp2d6_veith. (1) The drug is CC(C)OC(=O)CC12CN(C)CC(CC(=O)OC(C)C)(CN(C)C1)C2=O. The result is 1 (inhibitor). (2) The molecule is Cn1c(SCC(=O)c2ccc3c(c2)Cc2ccccc2-3)nnc1-c1ccccc1. The result is 0 (non-inhibitor). (3) The compound is CC(C)(O)C#Cc1ccc(C(=O)NCc2cccs2)s1. The result is 1 (inhibitor). (4) The drug is COc1ccc(C2/C(=C(/O)c3ccccc3)C(=O)C(=O)N2c2ccccn2)c(OC)c1. The result is 0 (non-inhibitor).